From a dataset of Peptide-MHC class II binding affinity with 134,281 pairs from IEDB. Regression. Given a peptide amino acid sequence and an MHC pseudo amino acid sequence, predict their binding affinity value. This is MHC class II binding data. The binding affinity (normalized) is 0.472. The peptide sequence is TVFLLVIVELIPSTSSA. The MHC is DRB1_0101 with pseudo-sequence DRB1_0101.